This data is from Forward reaction prediction with 1.9M reactions from USPTO patents (1976-2016). The task is: Predict the product of the given reaction. (1) Given the reactants [Br:1][C:2]1[CH:3]=[CH:4][C:5]([OH:10])=[C:6]([CH:9]=1)[CH:7]=O.Br[CH2:12][C:13]([O:15][CH3:16])=[O:14].C(=O)([O-])[O-].[K+].[K+], predict the reaction product. The product is: [Br:1][C:2]1[CH:3]=[CH:4][C:5]2[O:10][C:12]([C:13]([O:15][CH3:16])=[O:14])=[CH:7][C:6]=2[CH:9]=1. (2) The product is: [NH2:1][C:2]1[N:7]=[C:6]([C:8]2[C:9]([C:19]3[C:20]([F:40])=[C:21]([N:25]([CH2:37][O:38][CH3:39])[S:26]([C:29]4[CH:34]=[C:33]([F:35])[CH:32]=[CH:31][C:30]=4[F:36])(=[O:27])=[O:28])[CH:22]=[CH:23][CH:24]=3)=[N:10][NH:11][CH:12]=2)[CH:5]=[CH:4][N:3]=1. Given the reactants [NH2:1][C:2]1[N:7]=[C:6]([C:8]2[C:9]([C:19]3[C:20]([F:40])=[C:21]([N:25]([CH2:37][O:38][CH3:39])[S:26]([C:29]4[CH:34]=[C:33]([F:35])[CH:32]=[CH:31][C:30]=4[F:36])(=[O:28])=[O:27])[CH:22]=[CH:23][CH:24]=3)=[N:10][N:11](C3CCCCO3)[CH:12]=2)[CH:5]=[CH:4][N:3]=1.O.C1(C)C=CC(S(O)(=O)=O)=CC=1, predict the reaction product. (3) Given the reactants [N:1]1([CH2:6][C:7]([OH:9])=O)[CH:5]=[CH:4][N:3]=[N:2]1.[F:10][C:11]1[CH:12]=[C:13]([CH:37]=[CH:38][C:39]=1[F:40])[CH2:14][C@H:15]1[CH2:19][NH:18][C@H:17]([C:20]([NH:22][C:23]2[CH:28]=[CH:27][C:26]([O:29][C:30]3[CH:35]=[CH:34][C:33]([F:36])=[CH:32][CH:31]=3)=[CH:25][CH:24]=2)=[O:21])[CH2:16]1, predict the reaction product. The product is: [N:1]1([CH2:6][C:7]([N:18]2[CH2:19][C@H:15]([CH2:14][C:13]3[CH:37]=[CH:38][C:39]([F:40])=[C:11]([F:10])[CH:12]=3)[CH2:16][C@H:17]2[C:20]([NH:22][C:23]2[CH:28]=[CH:27][C:26]([O:29][C:30]3[CH:31]=[CH:32][C:33]([F:36])=[CH:34][CH:35]=3)=[CH:25][CH:24]=2)=[O:21])=[O:9])[CH:5]=[CH:4][N:3]=[N:2]1. (4) Given the reactants [CH3:1][O:2][C:3]1[C:4]([O:28][CH2:29][CH2:30][CH2:31][O:32][CH3:33])=[CH:5][C:6]2[CH2:15][CH:14]([CH2:16][C:17]([F:20])([F:19])[F:18])[N:13]3[C:8](=[CH:9][C:10](=[O:26])[C:11]([C:21]([O:23]CC)=[O:22])=[CH:12]3)[C:7]=2[CH:27]=1.O[Li].O.Cl, predict the reaction product. The product is: [CH3:1][O:2][C:3]1[C:4]([O:28][CH2:29][CH2:30][CH2:31][O:32][CH3:33])=[CH:5][C:6]2[CH2:15][CH:14]([CH2:16][C:17]([F:20])([F:19])[F:18])[N:13]3[C:8](=[CH:9][C:10](=[O:26])[C:11]([C:21]([OH:23])=[O:22])=[CH:12]3)[C:7]=2[CH:27]=1. (5) Given the reactants [C:1]1([CH3:26])[CH:6]=[C:5]([CH3:7])[CH:4]=[C:3]([CH3:8])[C:2]=1[S:9]([NH:12][C:13]1[CH:18]=[CH:17][CH:16]=[CH:15][C:14]=1[C:19]1[C:20](=O)[CH2:21][CH2:22][C:23]=1[CH3:24])(=[O:11])=[O:10].[CH2:27]1COCC1.[Li]C.C([O-])(O)=O.[Na+], predict the reaction product. The product is: [CH3:24][C:23]1[CH2:22][CH:21]=[C:20]([CH3:27])[C:19]=1[C:14]1[CH:15]=[CH:16][CH:17]=[CH:18][C:13]=1[NH:12][S:9]([C:2]1[C:3]([CH3:8])=[CH:4][C:5]([CH3:7])=[CH:6][C:1]=1[CH3:26])(=[O:11])=[O:10]. (6) Given the reactants [Br:1][C:2]1[C:6]2[C:7](=O)[NH:8][CH:9]=[C:10]([CH3:11])[C:5]=2[S:4][CH:3]=1.O=P(Cl)(Cl)[Cl:15], predict the reaction product. The product is: [Br:1][C:2]1[C:6]2[C:7]([Cl:15])=[N:8][CH:9]=[C:10]([CH3:11])[C:5]=2[S:4][CH:3]=1. (7) The product is: [CH3:34][O:33][C:29]1[CH:28]=[C:27]([C:2]#[C:1][C:3]2[N:7]3[N:8]=[C:9]([C:12]4[CH:13]=[CH:14][C:15]([C:18]([N:20]5[CH2:21][CH2:22][O:23][CH2:24][CH2:25]5)=[O:19])=[CH:16][CH:17]=4)[CH:10]=[CH:11][C:6]3=[N:5][CH:4]=2)[CH:32]=[CH:31][N:30]=1. Given the reactants [C:1]([C:3]1[N:7]2[N:8]=[C:9]([C:12]3[CH:17]=[CH:16][C:15]([C:18]([N:20]4[CH2:25][CH2:24][O:23][CH2:22][CH2:21]4)=[O:19])=[CH:14][CH:13]=3)[CH:10]=[CH:11][C:6]2=[N:5][CH:4]=1)#[CH:2].I[C:27]1[CH:32]=[CH:31][N:30]=[C:29]([O:33][CH3:34])[CH:28]=1, predict the reaction product. (8) Given the reactants C([O:3][C:4](=[O:45])[CH2:5][N:6]([S:33]([N:36]1[C:44]2[C:39](=[CH:40][CH:41]=[CH:42][CH:43]=2)[CH2:38][CH2:37]1)(=[O:35])=[O:34])[CH2:7][C:8]1[CH:13]=[CH:12][C:11]([O:14][CH2:15][CH2:16][C:17]2[N:18]=[C:19]([C:23]3[CH:28]=[CH:27][C:26]([C:29]([F:32])([F:31])[F:30])=[CH:25][CH:24]=3)[O:20][C:21]=2[CH3:22])=[CH:10][CH:9]=1)C.O.[OH-].[Li+], predict the reaction product. The product is: [N:36]1([S:33]([N:6]([CH2:5][C:4]([OH:45])=[O:3])[CH2:7][C:8]2[CH:13]=[CH:12][C:11]([O:14][CH2:15][CH2:16][C:17]3[N:18]=[C:19]([C:23]4[CH:24]=[CH:25][C:26]([C:29]([F:30])([F:31])[F:32])=[CH:27][CH:28]=4)[O:20][C:21]=3[CH3:22])=[CH:10][CH:9]=2)(=[O:35])=[O:34])[C:44]2[C:39](=[CH:40][CH:41]=[CH:42][CH:43]=2)[CH2:38][CH2:37]1. (9) The product is: [C:11]([O-:20])(=[O:12])[CH3:13].[CH2:31]([N:28]1[C:29]([OH:30])=[C:25](/[N:24]=[C:11]2\[CH:10]=[C:9]([C:6]3[CH:7]=[CH:8][C:3]([O:2][CH3:1])=[CH:4][CH:5]=3)[N+:14]3[C:13]\2=[CH:18][CH:17]=[CH:16][CH:15]=3)[CH:26]=[N:27]1)[CH3:32]. Given the reactants [CH3:1][O:2][C:3]1[CH:8]=[CH:7][C:6]([CH:9]=[CH:10][C:11]([C:13]2[CH:18]=[CH:17][CH:16]=[CH:15][N:14]=2)=[O:12])=[CH:5][CH:4]=1.S(O)(O)(=O)=[O:20].[NH2:24][C:25]1[CH:26]=[N:27][N:28]([CH2:31][CH3:32])[C:29]=1[OH:30].O, predict the reaction product. (10) Given the reactants [F:1][C:2]1[CH:24]=[CH:23][C:5]([O:6][C:7]2[CH:8]=[C:9]([NH:13][C:14]([C:16]3([CH3:22])[CH2:21][CH2:20][NH:19][CH2:18][CH2:17]3)=[O:15])[CH:10]=[CH:11][CH:12]=2)=[CH:4][CH:3]=1.Cl[C:26]1[C:27]2[C:34]([Cl:35])=[CH:33][NH:32][C:28]=2[N:29]=[CH:30][N:31]=1.C(N(CC)CC)C, predict the reaction product. The product is: [Cl:35][C:34]1[C:27]2[C:26]([N:19]3[CH2:18][CH2:17][C:16]([CH3:22])([C:14]([NH:13][C:9]4[CH:10]=[CH:11][CH:12]=[C:7]([O:6][C:5]5[CH:23]=[CH:24][C:2]([F:1])=[CH:3][CH:4]=5)[CH:8]=4)=[O:15])[CH2:21][CH2:20]3)=[N:31][CH:30]=[N:29][C:28]=2[NH:32][CH:33]=1.